This data is from NCI-60 drug combinations with 297,098 pairs across 59 cell lines. The task is: Regression. Given two drug SMILES strings and cell line genomic features, predict the synergy score measuring deviation from expected non-interaction effect. (1) Drug 1: COC1=CC(=CC(=C1O)OC)C2C3C(COC3=O)C(C4=CC5=C(C=C24)OCO5)OC6C(C(C7C(O6)COC(O7)C8=CC=CS8)O)O. Drug 2: C1CCC(CC1)NC(=O)N(CCCl)N=O. Cell line: UACC62. Synergy scores: CSS=44.9, Synergy_ZIP=-14.7, Synergy_Bliss=-4.87, Synergy_Loewe=-3.02, Synergy_HSA=-0.281. (2) Drug 1: C1CCN(CC1)CCOC2=CC=C(C=C2)C(=O)C3=C(SC4=C3C=CC(=C4)O)C5=CC=C(C=C5)O. Drug 2: C1=CC=C(C=C1)NC(=O)CCCCCCC(=O)NO. Cell line: NCI/ADR-RES. Synergy scores: CSS=37.0, Synergy_ZIP=-2.67, Synergy_Bliss=-0.508, Synergy_Loewe=-19.5, Synergy_HSA=-1.17.